From a dataset of Forward reaction prediction with 1.9M reactions from USPTO patents (1976-2016). Predict the product of the given reaction. Given the reactants [CH3:1][C:2]1[CH:3]=[N:4][C:5]2[C:10]([CH:11]=1)=[CH:9][CH:8]=[CH:7][CH:6]=2.[H][H], predict the reaction product. The product is: [CH3:1][C:2]1[CH:3]=[N:4][C:5]2[CH2:6][CH2:7][CH2:8][CH2:9][C:10]=2[CH:11]=1.